The task is: Predict the reaction yield, written as a fraction of the theoretical maximum amount of product (1.0 means a 100% yield; for example, 0.34 means a 34% yield).. This data is from Reaction yield outcomes from USPTO patents with 853,638 reactions. (1) The reactants are [F:1][C:2]1[CH:7]=[CH:6][C:5]([N:8](COCC[Si](C)(C)C)[C:9]([C:11]2[N:16]=[CH:15][C:14]([CH:17]([CH3:22])[C:18]([O:20]C)=[O:19])=[CH:13][N:12]=2)=[O:10])=[CH:4][CH:3]=1.Cl. The catalyst is C(O)C. The product is [F:1][C:2]1[CH:3]=[CH:4][C:5]([NH:8][C:9]([C:11]2[N:12]=[CH:13][C:14]([CH:17]([CH3:22])[C:18]([OH:20])=[O:19])=[CH:15][N:16]=2)=[O:10])=[CH:6][CH:7]=1. The yield is 0.350. (2) The product is [NH2:26][C:25]1[C:3]([C:21]([O:23][CH3:24])=[O:22])=[N:4][C:5]([C:14]2[CH:19]=[CH:18][C:17]([Cl:20])=[CH:16][CH:15]=2)=[CH:6][C:7]=1[NH:8][CH3:27]. The yield is 0.660. The catalyst is CS(C)=O.O. The reactants are ClC1=[C:3]([C:21]([O:23][CH3:24])=[O:22])[NH:4][CH:5]([C:14]2[CH:19]=[CH:18][C:17]([Cl:20])=[CH:16][CH:15]=2)[CH2:6]/[C:7]/1=[N:8]\OS(C)(=O)=O.[CH3:25][NH2:26].[CH2:27]1COCC1. (3) The reactants are [OH:1][C:2]1[C:7]([CH:8]=[O:9])=[CH:6][C:5]([O:10][CH3:11])=[N:4][CH:3]=1.[Cl:12][C:13]1[N:14]=[CH:15][C:16]2[C:21]([C:22]=1[CH2:23]Cl)=[CH:20][CH:19]=[CH:18][CH:17]=2.C([O-])([O-])=O.[K+].[K+]. The catalyst is CN(C=O)C. The product is [Cl:12][C:13]1[N:14]=[CH:15][C:16]2[C:21]([C:22]=1[CH2:23][O:1][C:2]1[C:7]([CH:8]=[O:9])=[CH:6][C:5]([O:10][CH3:11])=[N:4][CH:3]=1)=[CH:20][CH:19]=[CH:18][CH:17]=2. The yield is 0.140. (4) The reactants are Cl[C:2]1[CH:3]=[C:4]2[C:8](=[CH:9][CH:10]=1)[NH:7][C:6]([C:11]([OH:13])=[O:12])=[CH:5]2.[CH3:14][O:15][C:16]1[CH:21]=[CH:20][C:19](B(O)O)=[CH:18][CH:17]=1.C([O-])([O-])=O.[K+].[K+]. The catalyst is CC([O-])=O.CC([O-])=O.[Pd+2].C1(P(C2CCCCC2)C2C=CC=CC=2C2C(OC)=CC=C(S([O-])(=O)=O)C=2OC)CCCCC1.[Na+].O. The product is [CH3:14][O:15][C:16]1[CH:21]=[CH:20][C:19]([C:2]2[CH:3]=[C:4]3[C:8](=[CH:9][CH:10]=2)[NH:7][C:6]([C:11]([OH:13])=[O:12])=[CH:5]3)=[CH:18][CH:17]=1. The yield is 0.930. (5) The reactants are [CH:1]1[C:18]2[C:17]3[C:16]4[CH:15]=[CH:14][CH:13]=[CH:12][C:11]=4[CH:10]=[CH:9][C:8]=3[CH:7]=[C:6](B(O)O)[C:5]=2[CH:4]=[CH:3][CH:2]=1.[Br:22][C:23]1[CH:24]=[C:25](I)[CH:26]=[CH:27][CH:28]=1.C(=O)([O-])[O-].[Na+].[Na+]. The catalyst is C1C=CC([P]([Pd]([P](C2C=CC=CC=2)(C2C=CC=CC=2)C2C=CC=CC=2)([P](C2C=CC=CC=2)(C2C=CC=CC=2)C2C=CC=CC=2)[P](C2C=CC=CC=2)(C2C=CC=CC=2)C2C=CC=CC=2)(C2C=CC=CC=2)C2C=CC=CC=2)=CC=1.C1(C)C=CC=CC=1. The product is [Br:22][C:23]1[CH:24]=[C:25]([C:3]2[CH:2]=[CH:1][C:18]3[C:17]4[C:16]5[CH:15]=[CH:14][CH:13]=[CH:12][C:11]=5[CH:10]=[CH:9][C:8]=4[CH:7]=[CH:6][C:5]=3[CH:4]=2)[CH:26]=[CH:27][CH:28]=1. The yield is 0.950. (6) The reactants are [CH2:1]([C:4]([CH:11]([C:16](=[O:37])[NH:17][CH:18]1[C:24](=[O:25])[N:23]([CH3:26])[C:22]2[CH:27]=[CH:28][CH:29]=[CH:30][C:21]=2[C:20]([C:31]2[CH:36]=[CH:35][CH:34]=[CH:33][CH:32]=2)=[N:19]1)[CH2:12][CH:13]([CH3:15])[CH3:14])([CH2:8][CH:9]=[CH2:10])[C:5](O)=[O:6])[CH:2]=[CH2:3].C[N:39](C(ON1N=NC2C=CC=NC1=2)=[N+](C)C)C.F[P-](F)(F)(F)(F)F.CCN(C(C)C)C(C)C. The catalyst is CN(C=O)C.C(OCC)(=O)C.O. The product is [CH2:1]([C:4]([CH2:8][CH:9]=[CH2:10])([CH:11]([CH2:12][CH:13]([CH3:15])[CH3:14])[C:16]([NH:17][CH:18]1[C:24](=[O:25])[N:23]([CH3:26])[C:22]2[CH:27]=[CH:28][CH:29]=[CH:30][C:21]=2[C:20]([C:31]2[CH:32]=[CH:33][CH:34]=[CH:35][CH:36]=2)=[N:19]1)=[O:37])[C:5]([NH2:39])=[O:6])[CH:2]=[CH2:3]. The yield is 0.480.